This data is from Reaction yield outcomes from USPTO patents with 853,638 reactions. The task is: Predict the reaction yield, written as a fraction of the theoretical maximum amount of product (1.0 means a 100% yield; for example, 0.34 means a 34% yield). (1) The reactants are C([O:3][C:4](=O)[CH2:5][C:6]1[N:10]2[CH:11]=[C:12]([CH3:15])[CH:13]=[CH:14][C:9]2=[N:8][C:7]=1[C:16]1[CH:21]=[CH:20][C:19]([O:22][CH3:23])=[CH:18][CH:17]=1)C.C[Si]([N-][Si](C)(C)C)(C)C.[K+].[CH3:35][C:36]1[CH:41]=[C:40]([CH3:42])[N:39]2[N:43]=[CH:44][C:45](C(Cl)=O)=[C:38]2[N:37]=1.O. The catalyst is C1COCC1.CCOC(C)=O.CCOC(C)=O.CCCCCC. The product is [CH3:35][C:36]1[CH:41]=[C:40]([CH3:42])[N:39]2[N:43]=[CH:44][C:45]([C:4](=[O:3])[CH2:5][C:6]3[N:10]4[CH:11]=[C:12]([CH3:15])[CH:13]=[CH:14][C:9]4=[N:8][C:7]=3[C:16]3[CH:17]=[CH:18][C:19]([O:22][CH3:23])=[CH:20][CH:21]=3)=[C:38]2[N:37]=1. The yield is 0.200. (2) The reactants are C([N:3](CC)CC)C.CN.F[P-](F)(F)(F)(F)F.N1(O[P+](N(C)C)(N(C)C)N(C)C)C2C=CC=CC=2N=N1.Cl[C:38]1[CH:46]=[CH:45][C:41]([C:42](O)=[O:43])=[C:40](NCC2C=CN=CC=2)[N:39]=1. The catalyst is C1COCC1. The product is [C:42]([NH2:3])(=[O:43])[C:41]1[CH:45]=[CH:46][CH:38]=[N:39][CH:40]=1. The yield is 0.714. (3) The reactants are [C:1]([C:5]1[CH:10]=[C:9]([Br:11])[C:8]([N+:12]([O-])=O)=[CH:7][C:6]=1[OH:15])([CH3:4])([CH3:3])[CH3:2]. The catalyst is CO.[Ni]. The product is [C:1]([C:5]1[CH:10]=[C:9]([Br:11])[C:8]([NH2:12])=[CH:7][C:6]=1[OH:15])([CH3:4])([CH3:2])[CH3:3]. The yield is 0.700. (4) The reactants are [H-].[Na+].[F:3][C:4]1[CH:9]=[CH:8][C:7]([CH:10]2[C:18]3[C:13](=[CH:14][C:15]([C:19]#[N:20])=[CH:16][CH:17]=3)[CH2:12][O:11]2)=[CH:6][CH:5]=1.[CH3:21][N:22]([CH3:27])[CH2:23][CH2:24][CH2:25]Cl.CS(C)=O. The catalyst is C1COCC1.C1(C)C=CC=CC=1. The product is [CH3:21][N:22]([CH3:27])[CH2:23][CH2:24][CH2:25][C:10]1([C:7]2[CH:8]=[CH:9][C:4]([F:3])=[CH:5][CH:6]=2)[C:18]2[C:13](=[CH:14][C:15]([C:19]#[N:20])=[CH:16][CH:17]=2)[CH2:12][O:11]1. The yield is 0.516. (5) The reactants are [Br:1][C:2]1[C:3]([C:8]([NH:10][OH:11])=[NH:9])=[N:4][CH:5]=[CH:6][CH:7]=1.[CH3:12][O:13][C:14]1[CH:15]=[C:16]([OH:23])[C:17](=[CH:21][CH:22]=1)[C:18](O)=O. No catalyst specified. The product is [Br:1][C:2]1[C:3]([C:8]2[N:9]=[C:18]([C:17]3[CH:21]=[CH:22][C:14]([O:13][CH3:12])=[CH:15][C:16]=3[OH:23])[O:11][N:10]=2)=[N:4][CH:5]=[CH:6][CH:7]=1. The yield is 0.0300.